From a dataset of Full USPTO retrosynthesis dataset with 1.9M reactions from patents (1976-2016). Predict the reactants needed to synthesize the given product. The reactants are: [C:1]([O:6][CH2:7]Cl)(=[O:5])[CH2:2][CH2:3][CH3:4].[Na+].[I-].O=C(C1C=CC=CC=1)COC(=O)[C@H](O)C[N:18]([CH2:28][C:29]1[CH:34]=[CH:33][C:32]([C:35]2[CH:40]=[CH:39][CH:38]=[C:37]([Cl:41])[CH:36]=2)=[CH:31][CH:30]=1)[NH:19][C:20]([C:22]1[O:26][N:25]=[C:24]([OH:27])[CH:23]=1)=[O:21].CCN([CH2:55][CH3:56])CC.C[C:58]([OH:60])=[O:59].CC(C)=[O:63]. Given the product [C:58]([C@H:55]([OH:63])[CH2:56][N:19]([C:20]([C:22]1[O:26][N:25]=[C:24]([O:27][CH2:7][O:6][C:1](=[O:5])[CH2:2][CH2:3][CH3:4])[CH:23]=1)=[O:21])[NH:18][CH2:28][C:29]1[CH:30]=[CH:31][C:32]([C:35]2[CH:40]=[CH:39][CH:38]=[C:37]([Cl:41])[CH:36]=2)=[CH:33][CH:34]=1)([OH:60])=[O:59], predict the reactants needed to synthesize it.